This data is from Catalyst prediction with 721,799 reactions and 888 catalyst types from USPTO. The task is: Predict which catalyst facilitates the given reaction. (1) Reactant: Br[C:2]1[C:3]([O:17][CH2:18][C:19]2[C:20]([C:25]3[CH:30]=[CH:29][CH:28]=[CH:27][CH:26]=3)=[N:21][O:22][C:23]=2[CH3:24])=[N:4][CH:5]=[C:6]([CH:16]=1)[C:7]([NH:9][CH:10]1[CH2:15][CH2:14][O:13][CH2:12][CH2:11]1)=[O:8].[CH3:31]B1OB(C)OB(C)O1.C(=O)([O-])[O-].[Na+].[Na+]. Product: [CH3:31][C:2]1[C:3]([O:17][CH2:18][C:19]2[C:20]([C:25]3[CH:26]=[CH:27][CH:28]=[CH:29][CH:30]=3)=[N:21][O:22][C:23]=2[CH3:24])=[N:4][CH:5]=[C:6]([CH:16]=1)[C:7]([NH:9][CH:10]1[CH2:15][CH2:14][O:13][CH2:12][CH2:11]1)=[O:8]. The catalyst class is: 853. (2) Product: [Br:4][C:5]1[CH:6]=[CH:7][C:8]([N:12]([CH3:14])[CH3:13])=[N:9][C:10]=1[O:2][CH3:1]. The catalyst class is: 775. Reactant: [CH3:1][O-:2].[K+].[Br:4][C:5]1[CH:6]=[CH:7][C:8]([N:12]([CH3:14])[CH3:13])=[N:9][C:10]=1F. (3) Reactant: [CH3:1][NH2:2].S(C1C=CC(C)=CC=1)(O[CH2:7][CH2:8][CH2:9][CH2:10][CH2:11][CH2:12][C:13]([F:31])([F:30])[C:14]([F:29])([F:28])[C:15]([F:27])([F:26])[C:16]([F:25])([F:24])[C:17]([F:23])([F:22])[C:18]([F:21])([F:20])[F:19])(=O)=O. Product: [CH3:1][NH:2][CH2:7][CH2:8][CH2:9][CH2:10][CH2:11][CH2:12][C:13]([F:31])([F:30])[C:14]([F:29])([F:28])[C:15]([F:27])([F:26])[C:16]([F:25])([F:24])[C:17]([F:23])([F:22])[C:18]([F:21])([F:20])[F:19]. The catalyst class is: 7. (4) Reactant: [CH2:1]([O:3][C:4]([N:6]1[CH2:11][CH2:10][CH:9]([C:12]2[C:20]3[C:15](=[CH:16][C:17]([F:21])=[CH:18][CH:19]=3)[NH:14][CH:13]=2)[CH2:8][CH2:7]1)=[O:5])[CH3:2].Br[CH2:23][C:24]1[CH:28]=[CH:27][O:26][CH:25]=1. Product: [CH2:1]([O:3][C:4]([N:6]1[CH2:11][CH2:10][CH:9]([C:12]2[C:20]3[C:15](=[CH:16][C:17]([F:21])=[CH:18][CH:19]=3)[N:14]([CH2:23][C:24]3[CH:28]=[CH:27][O:26][CH:25]=3)[CH:13]=2)[CH2:8][CH2:7]1)=[O:5])[CH3:2]. The catalyst class is: 27. (5) Product: [CH:1]1([C@@H:6]([N:12]2[CH:16]=[C:15]([C:17]3[C:18]4[CH:25]=[CH:24][N:23]([CH2:26][O:27][CH2:28][CH2:29][Si:30]([CH3:32])([CH3:31])[CH3:33])[C:19]=4[N:20]=[CH:21][N:22]=3)[CH:14]=[N:13]2)[CH2:7][C:8]([O:10][CH3:11])=[O:9])[CH2:5][CH2:4][CH2:3][CH2:2]1. Reactant: [CH:1]1(/[C:6](/[N:12]2[CH:16]=[C:15]([C:17]3[C:18]4[CH:25]=[CH:24][N:23]([CH2:26][O:27][CH2:28][CH2:29][Si:30]([CH3:33])([CH3:32])[CH3:31])[C:19]=4[N:20]=[CH:21][N:22]=3)[CH:14]=[N:13]2)=[CH:7]\[C:8]([O:10][CH3:11])=[O:9])[CH2:5][CH2:4][CH2:3][CH2:2]1.[H][H]. The catalyst class is: 7. (6) Reactant: [OH2:1].[C:2]1([CH3:12])[CH:7]=[CH:6][C:5]([S:8]([OH:11])(=[O:10])=[O:9])=[CH:4][CH:3]=1.[S:13](Cl)(Cl)=[O:14]. Product: [C:2]1([CH3:12])[CH:3]=[CH:4][C:5]([S:8]([O:11][S:13]([C:5]2[CH:6]=[CH:7][C:2]([CH3:12])=[CH:3][CH:4]=2)(=[O:14])=[O:1])(=[O:9])=[O:10])=[CH:6][CH:7]=1. The catalyst class is: 244. (7) Reactant: [F:1][C:2]1[CH:3]=[C:4]([C:18]2[CH:19]=[N:20][C:21]([C:24]3[CH:29]=[CH:28][C:27]([O:30][CH:31]([CH3:33])[CH3:32])=[C:26]([C:34]([F:37])([F:36])[F:35])[CH:25]=3)=[N:22][CH:23]=2)[C:5]([O:16][CH3:17])=[C:6]([CH2:8][CH2:9][CH2:10][C:11]([O:13]CC)=[O:12])[CH:7]=1.[OH-].[Na+]. The catalyst class is: 252. Product: [F:1][C:2]1[CH:3]=[C:4]([C:18]2[CH:23]=[N:22][C:21]([C:24]3[CH:29]=[CH:28][C:27]([O:30][CH:31]([CH3:32])[CH3:33])=[C:26]([C:34]([F:37])([F:35])[F:36])[CH:25]=3)=[N:20][CH:19]=2)[C:5]([O:16][CH3:17])=[C:6]([CH2:8][CH2:9][CH2:10][C:11]([OH:13])=[O:12])[CH:7]=1. (8) Reactant: CC(C1C=CC(B2OC(C)(C)C(C)(C)O2)=CC=1)(C)C(OCC)=O.BrC1C=CC(OCCN2C=CC=N2)=CC=1.[N:39]1([CH2:44][CH2:45][O:46][C:47]2[CH:52]=[CH:51][C:50]([C:53]3[CH:58]=[CH:57][C:56]([C:59]([CH3:66])([CH3:65])[C:60]([O:62]CC)=[O:61])=[CH:55][CH:54]=3)=[CH:49][CH:48]=2)[CH:43]=[CH:42][CH:41]=[N:40]1.O.[OH-].[Li+]. Product: [N:39]1([CH2:44][CH2:45][O:46][C:47]2[CH:48]=[CH:49][C:50]([C:53]3[CH:58]=[CH:57][C:56]([C:59]([CH3:66])([CH3:65])[C:60]([OH:62])=[O:61])=[CH:55][CH:54]=3)=[CH:51][CH:52]=2)[CH:43]=[CH:42][CH:41]=[N:40]1. The catalyst class is: 738.